Dataset: Peptide-MHC class II binding affinity with 134,281 pairs from IEDB. Task: Regression. Given a peptide amino acid sequence and an MHC pseudo amino acid sequence, predict their binding affinity value. This is MHC class II binding data. (1) The peptide sequence is FNIQYVNYWFAPGAA. The MHC is DRB1_1101 with pseudo-sequence DRB1_1101. The binding affinity (normalized) is 0.240. (2) The peptide sequence is LPPIVAKEIVASCDKC. The MHC is DRB1_1501 with pseudo-sequence DRB1_1501. The binding affinity (normalized) is 0.207. (3) The MHC is DRB1_0901 with pseudo-sequence DRB1_0901. The binding affinity (normalized) is 0.268. The peptide sequence is DRVLDILEAVKLIRK. (4) The peptide sequence is EVILKVVAVDQSVSG. The MHC is DRB1_0101 with pseudo-sequence DRB1_0101. The binding affinity (normalized) is 0.604. (5) The peptide sequence is LFAAFPSFAGLRPTF. The MHC is HLA-DQA10401-DQB10402 with pseudo-sequence HLA-DQA10401-DQB10402. The binding affinity (normalized) is 0.274. (6) The peptide sequence is KFPKFNRVFEIEFDI. The MHC is HLA-DQA10101-DQB10501 with pseudo-sequence HLA-DQA10101-DQB10501. The binding affinity (normalized) is 0.568.